Dataset: Reaction yield outcomes from USPTO patents with 853,638 reactions. Task: Predict the reaction yield, written as a fraction of the theoretical maximum amount of product (1.0 means a 100% yield; for example, 0.34 means a 34% yield). (1) The reactants are [NH2:1][C:2]1[N:7]=[C:6]([C:8]2[CH:13]=[CH:12][CH:11]=[CH:10][CH:9]=2)[C:5]([C:14]#[N:15])=[CH:4][N:3]=1.[OH-].[NH4+]. The catalyst is C1COCC1.[Ni]. The product is [NH2:15][CH2:14][C:5]1[C:6]([C:8]2[CH:9]=[CH:10][CH:11]=[CH:12][CH:13]=2)=[N:7][C:2]([NH2:1])=[N:3][CH:4]=1. The yield is 0.560. (2) The reactants are [CH:1]1([NH:4][C:5]2[C:10]3[C:11]([C:30]([O:32]C)=O)=[N:12][N:13]([C:14]4[CH:19]=[CH:18][CH:17]=[C:16]([C:20]#[C:21][C@@:22]5([OH:29])[CH2:26][CH2:25][N:24]([CH3:27])[C:23]5=[O:28])[CH:15]=4)[C:9]=3[CH:8]=[CH:7][N:6]=2)[CH2:3][CH2:2]1.[NH3:34]. No catalyst specified. The product is [CH:1]1([NH:4][C:5]2[C:10]3[C:11]([C:30]([NH2:34])=[O:32])=[N:12][N:13]([C:14]4[CH:19]=[CH:18][CH:17]=[C:16]([C:20]#[C:21][C@@:22]5([OH:29])[CH2:26][CH2:25][N:24]([CH3:27])[C:23]5=[O:28])[CH:15]=4)[C:9]=3[CH:8]=[CH:7][N:6]=2)[CH2:3][CH2:2]1. The yield is 0.130. (3) The product is [NH2:2][CH:3]1[C:9]2[CH:10]=[CH:11][CH:12]=[CH:13][C:8]=2[CH2:7][CH2:6][N:5]([CH3:14])[C:4]1=[O:15]. The catalyst is [Pd].ClCCl. The reactants are O[N:2]=[C:3]1[C:9]2[CH:10]=[CH:11][CH:12]=[CH:13][C:8]=2[CH2:7][CH2:6][N:5]([CH3:14])[C:4]1=[O:15].C(O)C.Cl.[OH-].[Na+]. The yield is 0.819. (4) The reactants are [C:9](O[C:9]([O:11][C:12]([CH3:15])([CH3:14])[CH3:13])=[O:10])([O:11][C:12]([CH3:15])([CH3:14])[CH3:13])=[O:10].[NH2:16][C:17]1[CH:22]=[CH:21][N:20]=[CH:19][CH:18]=1.Cl. The catalyst is C(Cl)Cl. The product is [C:12]([O:11][C:9](=[O:10])[NH:16][C:17]1[CH:22]=[CH:21][N:20]=[CH:19][CH:18]=1)([CH3:13])([CH3:14])[CH3:15]. The yield is 0.830. (5) The reactants are [N:1]1[CH:6]=[CH:5][CH:4]=[C:3]([N:7]2[CH2:13][C@@H:12]3[C@@H:9]([CH2:10][N:11]3C(OC(C)(C)C)=O)[CH2:8]2)[CH:2]=1.O.[CH3:22][C:23]1[CH:28]=[CH:27][C:26]([S:29]([OH:32])(=[O:31])=[O:30])=[CH:25][CH:24]=1. The catalyst is C(O)C. The product is [CH3:22][C:23]1[CH:24]=[CH:25][C:26]([S:29]([OH:32])(=[O:31])=[O:30])=[CH:27][CH:28]=1.[CH3:22][C:23]1[CH:24]=[CH:25][C:26]([S:29]([OH:32])(=[O:31])=[O:30])=[CH:27][CH:28]=1.[N:1]1[CH:6]=[CH:5][CH:4]=[C:3]([N:7]2[CH2:13][C@@H:12]3[C@@H:9]([CH2:10][NH:11]3)[CH2:8]2)[CH:2]=1. The yield is 0.860.